This data is from Forward reaction prediction with 1.9M reactions from USPTO patents (1976-2016). The task is: Predict the product of the given reaction. (1) Given the reactants [CH3:1][C:2]1[C:7]2[CH2:8][CH2:9][CH2:10][CH2:11][N:12]([C:13](=[O:44])[CH2:14][N:15]3[C:21]4[CH:22]=[CH:23][CH:24]=[CH:25][C:20]=4[N:19]([C:26]4[CH:31]=[CH:30][CH:29]=[CH:28][CH:27]=4)[C:18](=[O:32])[C@H:17]([CH2:33][C:34]4[C:42]5[C:37](=[CH:38][CH:39]=[CH:40][CH:41]=5)[NH:36][N:35]=4)[C:16]3=[O:43])[C:6]=2[CH:5]=[C:4]([CH3:45])[CH:3]=1, predict the reaction product. The product is: [CH3:1][C:2]1[C:7]2[CH2:8][CH2:9][CH2:10][CH2:11][N:12]([C:13](=[O:44])[CH2:14][N:15]3[C:21]4[CH:22]=[CH:23][CH:24]=[CH:25][C:20]=4[N:19]([C:26]4[CH:27]=[CH:28][CH:29]=[CH:30][CH:31]=4)[C:18](=[O:32])[C@H:17]([CH2:33][C:34]4[C:42]5[CH2:41][CH2:40][CH2:39][CH2:38][C:37]=5[NH:36][N:35]=4)[C:16]3=[O:43])[C:6]=2[CH:5]=[C:4]([CH3:45])[CH:3]=1. (2) Given the reactants [CH3:1][CH:2]([CH3:14])[CH2:3][CH:4]([C:8]1[CH:13]=[CH:12][CH:11]=[CH:10][CH:9]=1)[C:5](=[O:7])[CH3:6].[BH4-].[Na+], predict the reaction product. The product is: [CH3:1][CH:2]([CH3:14])[CH2:3][CH:4]([C:8]1[CH:13]=[CH:12][CH:11]=[CH:10][CH:9]=1)[CH:5]([OH:7])[CH3:6]. (3) Given the reactants [F:1][C:2]1[CH:7]=[CH:6][C:5]([C:8]2[N:9]=[C:10]([CH:39]([CH3:41])[CH3:40])[N:11]([CH:26]=[CH:27][CH:28]([OH:38])[CH2:29][C:30](=[O:37])[CH2:31][C:32]([O:34][CH2:35][CH3:36])=[O:33])[C:12]=2[C:13]2[CH:18]=[CH:17][N:16]=[C:15]([NH:19][C:20]3[CH:25]=[CH:24][CH:23]=[CH:22][CH:21]=3)[N:14]=2)=[CH:4][CH:3]=1.C(B(CC)OC)C.[BH4-].[Na+], predict the reaction product. The product is: [F:1][C:2]1[CH:3]=[CH:4][C:5]([C:8]2[N:9]=[C:10]([CH:39]([CH3:40])[CH3:41])[N:11](/[CH:26]=[CH:27]/[C@H:28]([OH:38])[CH2:29][C@H:30]([OH:37])[CH2:31][C:32]([O:34][CH2:35][CH3:36])=[O:33])[C:12]=2[C:13]2[CH:18]=[CH:17][N:16]=[C:15]([NH:19][C:20]3[CH:25]=[CH:24][CH:23]=[CH:22][CH:21]=3)[N:14]=2)=[CH:6][CH:7]=1. (4) Given the reactants COC[CH2:4][CH2:5][NH2:6].[CH3:7][N:8]1[C:12]([C:13]2[CH:18]=[CH:17][N:16]=[C:15]([NH:19][C:20]3[CH:25]=[CH:24][C:23]([S:26](F)(=[O:28])=[O:27])=[CH:22][CH:21]=3)[N:14]=2)=[CH:11][N:10]=[C:9]1[CH3:30], predict the reaction product. The product is: [CH3:7][N:8]1[C:12]([C:13]2[CH:18]=[CH:17][N:16]=[C:15]([NH:19][C:20]3[CH:25]=[CH:24][C:23]([S:26](=[O:28])(=[O:27])[NH:6][CH2:5][CH2:4][S:26]([CH3:23])(=[O:28])=[O:27])=[CH:22][CH:21]=3)[N:14]=2)=[CH:11][N:10]=[C:9]1[CH3:30]. (5) Given the reactants Cl.Cl[C:3]1[CH:8]=[C:7]([C:9]2[CH:14]=[CH:13][CH:12]=[C:11]([Cl:15])[CH:10]=2)[N:6]=[C:5]2[CH2:16][CH2:17][CH2:18][C:4]=12.[NH2:19][C:20]1[CH:25]=[CH:24][C:23]([CH2:26][C:27]([CH3:30])([OH:29])[CH3:28])=[CH:22][CH:21]=1, predict the reaction product. The product is: [Cl:15][C:11]1[CH:10]=[C:9]([C:7]2[N:6]=[C:5]3[CH2:16][CH2:17][CH2:18][C:4]3=[C:3]([NH:19][C:20]3[CH:21]=[CH:22][C:23]([CH2:26][C:27]([CH3:30])([OH:29])[CH3:28])=[CH:24][CH:25]=3)[CH:8]=2)[CH:14]=[CH:13][CH:12]=1. (6) The product is: [F:10][C:11]1[CH:18]=[CH:17][C:14]([CH2:15][NH:16][C:4](=[O:5])[CH:3]([O:8][CH3:9])[O:2][CH3:1])=[CH:13][CH:12]=1. Given the reactants [CH3:1][O:2][CH:3]([O:8][CH3:9])[C:4](OC)=[O:5].[F:10][C:11]1[CH:18]=[CH:17][C:14]([CH2:15][NH2:16])=[CH:13][CH:12]=1, predict the reaction product. (7) Given the reactants [C:1]([O:5][C:6]([NH:8][C:9]1[CH:14]=[CH:13][C:12]([CH2:15][CH2:16][C:17](O)=[O:18])=[CH:11][CH:10]=1)=[O:7])([CH3:4])([CH3:3])[CH3:2], predict the reaction product. The product is: [OH:18][CH2:17][CH2:16][CH2:15][C:12]1[CH:13]=[CH:14][C:9]([NH:8][C:6](=[O:7])[O:5][C:1]([CH3:3])([CH3:2])[CH3:4])=[CH:10][CH:11]=1.